This data is from Merck oncology drug combination screen with 23,052 pairs across 39 cell lines. The task is: Regression. Given two drug SMILES strings and cell line genomic features, predict the synergy score measuring deviation from expected non-interaction effect. Drug 1: O=S1(=O)NC2(CN1CC(F)(F)F)C1CCC2Cc2cc(C=CCN3CCC(C(F)(F)F)CC3)ccc2C1. Drug 2: C#Cc1cccc(Nc2ncnc3cc(OCCOC)c(OCCOC)cc23)c1. Cell line: SKMEL30. Synergy scores: synergy=23.3.